Dataset: Retrosynthesis with 50K atom-mapped reactions and 10 reaction types from USPTO. Task: Predict the reactants needed to synthesize the given product. Given the product Cc1nc2c(o1)c(C(=O)Nc1ccc(Br)cc1)cc1nc(Nc3c(Cl)cccc3Cl)[nH]c12, predict the reactants needed to synthesize it. The reactants are: Cc1nc2c(o1)c(C(=O)O)cc1nc(Nc3c(Cl)cccc3Cl)[nH]c12.Nc1ccc(Br)cc1.